Regression/Classification. Given a drug SMILES string, predict its absorption, distribution, metabolism, or excretion properties. Task type varies by dataset: regression for continuous measurements (e.g., permeability, clearance, half-life) or binary classification for categorical outcomes (e.g., BBB penetration, CYP inhibition). Dataset: cyp2d6_veith. From a dataset of CYP2D6 inhibition data for predicting drug metabolism from PubChem BioAssay. (1) The drug is CC1CCCC(NC(=O)C2CCN(S(=O)(=O)N3CCC4(CC3)OCCO4)CC2)C1C. The result is 0 (non-inhibitor). (2) The compound is O=C(O)c1cc(=O)c2c(Cl)cc(Cl)cc2[nH]1. The result is 0 (non-inhibitor).